Dataset: Forward reaction prediction with 1.9M reactions from USPTO patents (1976-2016). Task: Predict the product of the given reaction. Given the reactants [OH:1][C:2]1[CH:7]=[C:6]([CH3:8])[O:5][C:4](=[O:9])[CH:3]=1.[F:10][C:11]([F:18])([F:17])[CH2:12][CH2:13][C:14](O)=[O:15].C1(N=C=NC2CCCCC2)CCCCC1, predict the reaction product. The product is: [OH:1][C:2]1[CH:7]=[C:6]([CH3:8])[O:5][C:4](=[O:9])[C:3]=1[C:14](=[O:15])[CH2:13][CH2:12][C:11]([F:18])([F:17])[F:10].